This data is from Full USPTO retrosynthesis dataset with 1.9M reactions from patents (1976-2016). The task is: Predict the reactants needed to synthesize the given product. (1) Given the product [Si:22]([O:23][C@H:24]1[C@H:25]2[O:31][CH2:30][C@@H:29]([O:32][CH2:33][C:34]#[C:35][C:2]3[C:7]([NH:8][C:9](=[O:15])[O:10][C:11]([CH3:14])([CH3:13])[CH3:12])=[CH:6][C:5]([F:16])=[C:4]([Cl:17])[N:3]=3)[C@H:26]2[O:27][CH2:28]1)([C:18]([CH3:21])([CH3:20])[CH3:19])([CH3:37])[CH3:36], predict the reactants needed to synthesize it. The reactants are: Cl[C:2]1[C:7]([NH:8][C:9](=[O:15])[O:10][C:11]([CH3:14])([CH3:13])[CH3:12])=[CH:6][C:5]([F:16])=[C:4]([Cl:17])[N:3]=1.[C:18]([Si:22]([CH3:37])([CH3:36])[O:23][C@@H:24]1[CH2:28][O:27][C@@H:26]2[C@H:29]([O:32][CH2:33][C:34]#[CH:35])[CH2:30][O:31][C@H:25]12)([CH3:21])([CH3:20])[CH3:19].C1(N(C)C2CCCCC2)CCCCC1. (2) Given the product [Br:9][CH2:10][C:11]([NH:5][C:4]1[CH:6]=[CH:7][CH:8]=[C:2]([Cl:1])[CH:3]=1)=[O:12], predict the reactants needed to synthesize it. The reactants are: [Cl:1][C:2]1[CH:3]=[C:4]([CH:6]=[CH:7][CH:8]=1)[NH2:5].[Br:9][CH2:10][C:11](Br)=[O:12].C(=O)([O-])O.[Na+].O.